This data is from Full USPTO retrosynthesis dataset with 1.9M reactions from patents (1976-2016). The task is: Predict the reactants needed to synthesize the given product. (1) Given the product [CH2:16]([O:18][C:19](=[O:27])[C:20]1[CH:21]=[CH:22][N:23]=[CH:24][C:25]=1[N:12]1[CH2:13][CH2:14][N:10]([C:7]2[CH:8]=[CH:9][C:4]3[N:3]=[CH:2][S:1][C:5]=3[CH:6]=2)[C:11]1=[O:15])[CH3:17], predict the reactants needed to synthesize it. The reactants are: [S:1]1[C:5]2[CH:6]=[C:7]([N:10]3[CH2:14][CH2:13][NH:12][C:11]3=[O:15])[CH:8]=[CH:9][C:4]=2[N:3]=[CH:2]1.[CH2:16]([O:18][C:19](=[O:27])[C:20]1[CH:25]=[CH:24][N:23]=[CH:22][C:21]=1Br)[CH3:17].CN[C@@H]1CCCC[C@H]1NC.P([O-])([O-])([O-])=O.[K+].[K+].[K+]. (2) The reactants are: Cl[C:2]1[CH:7]=[CH:6][C:5]([F:8])=[CH:4][C:3]=1[N+:9]([O-:11])=[O:10].[C:12]1(B(O)O)[CH:17]=[CH:16][CH:15]=[CH:14][CH:13]=1.C(=O)([O-])[O-].[Na+].[Na+].[OH-].[Na+]. Given the product [F:8][C:5]1[CH:6]=[CH:7][C:2]([C:12]2[CH:17]=[CH:16][CH:15]=[CH:14][CH:13]=2)=[C:3]([N+:9]([O-:11])=[O:10])[CH:4]=1, predict the reactants needed to synthesize it. (3) Given the product [CH3:15][S:16]([CH:2]1[CH2:7][CH2:6][N:5]([C:8]([O:10][C:11]([CH3:14])([CH3:13])[CH3:12])=[O:9])[CH2:4][CH2:3]1)(=[O:22])=[O:18], predict the reactants needed to synthesize it. The reactants are: Br[CH:2]1[CH2:7][CH2:6][N:5]([C:8]([O:10][C:11]([CH3:14])([CH3:13])[CH3:12])=[O:9])[CH2:4][CH2:3]1.[CH3:15][S-:16].[Na+].[OH2:18].CN(C)C=[O:22]. (4) Given the product [Cl:1][C:2]1[CH:7]=[CH:6][C:5]([O:8][C:9]2[CH:14]=[CH:13][C:12]([CH2:15][O:16][C:17]3[CH:22]=[CH:21][N:20]([CH2:29][C:30]4[CH:31]=[N:32][CH:33]=[N:34][CH:35]=4)[C:19](=[O:23])[CH:18]=3)=[CH:11][CH:10]=2)=[CH:4][C:3]=1[C:24]([F:27])([F:25])[F:26], predict the reactants needed to synthesize it. The reactants are: [Cl:1][C:2]1[CH:7]=[CH:6][C:5]([O:8][C:9]2[CH:14]=[CH:13][C:12]([CH2:15][O:16][C:17]3[CH:22]=[CH:21][NH:20][C:19](=[O:23])[CH:18]=3)=[CH:11][CH:10]=2)=[CH:4][C:3]=1[C:24]([F:27])([F:26])[F:25].Cl[CH2:29][C:30]1[CH:31]=[N:32][CH:33]=[N:34][CH:35]=1.